This data is from Forward reaction prediction with 1.9M reactions from USPTO patents (1976-2016). The task is: Predict the product of the given reaction. (1) Given the reactants I[C:2]1[C:10]2[C:5](=[CH:6][CH:7]=[C:8]([NH:11][C:12](=[O:24])[CH:13]([N:19]3[CH2:23][CH2:22][CH2:21][CH2:20]3)[C:14]3[CH:18]=[CH:17][S:16][CH:15]=3)[CH:9]=2)[NH:4][N:3]=1.[CH3:25][N:26]1[CH2:31][CH2:30][N:29]([C:32]2[CH:37]=[CH:36][C:35](B3OC(C)(C)C(C)(C)O3)=[CH:34][CH:33]=2)[C:28](=[O:47])[CH2:27]1.C([O-])([O-])=O.[Na+].[Na+].C1(C)C=CC=CC=1, predict the reaction product. The product is: [CH3:25][N:26]1[CH2:31][CH2:30][N:29]([C:32]2[CH:37]=[CH:36][C:35]([C:2]3[C:10]4[C:5](=[CH:6][CH:7]=[C:8]([NH:11][C:12](=[O:24])[CH:13]([N:19]5[CH2:23][CH2:22][CH2:21][CH2:20]5)[C:14]5[CH:18]=[CH:17][S:16][CH:15]=5)[CH:9]=4)[NH:4][N:3]=3)=[CH:34][CH:33]=2)[C:28](=[O:47])[CH2:27]1. (2) Given the reactants [O:1]=[C:2]1[CH2:7][CH2:6][CH:5]([C:8]2[CH:23]=[CH:22][C:11]([O:12][CH2:13][CH2:14][CH2:15][N:16]3[CH2:21][CH2:20][CH2:19][CH2:18][CH2:17]3)=[CH:10][CH:9]=2)[CH2:4][CH2:3]1.[BH4-].[Na+].C(O)(=O)C(O)=O, predict the reaction product. The product is: [OH:1][CH:2]1[CH2:7][CH2:6][CH:5]([C:8]2[CH:23]=[CH:22][C:11]([O:12][CH2:13][CH2:14][CH2:15][N:16]3[CH2:17][CH2:18][CH2:19][CH2:20][CH2:21]3)=[CH:10][CH:9]=2)[CH2:4][CH2:3]1. (3) Given the reactants CC([O-])(C)C.[Na+].[CH3:7][O:8][C:9]1[CH:40]=[CH:39][C:12]([CH2:13][N:14]([CH2:30][C:31]2[CH:36]=[CH:35][C:34]([O:37][CH3:38])=[CH:33][CH:32]=2)[C:15]2[N:19]([CH2:20][C:21]3[CH:26]=[CH:25][C:24]([O:27][CH3:28])=[CH:23][CH:22]=3)[N:18]=[C:17]([NH2:29])[N:16]=2)=[CH:11][CH:10]=1.Br[C:42]1[CH:47]=[CH:46][CH:45]=[C:44]([Cl:48])[C:43]=1[Cl:49], predict the reaction product. The product is: [Cl:48][C:44]1[C:43]([Cl:49])=[CH:42][CH:47]=[CH:46][C:45]=1[NH:29][C:17]1[N:16]=[C:15]([N:14]([CH2:30][C:31]2[CH:32]=[CH:33][C:34]([O:37][CH3:38])=[CH:35][CH:36]=2)[CH2:13][C:12]2[CH:11]=[CH:10][C:9]([O:8][CH3:7])=[CH:40][CH:39]=2)[N:19]([CH2:20][C:21]2[CH:26]=[CH:25][C:24]([O:27][CH3:28])=[CH:23][CH:22]=2)[N:18]=1. (4) The product is: [I:1][C:2]1[N:6]2[CH:7]=[CH:8][C:9]([CH:11]=[O:12])=[CH:10][C:5]2=[N:4][CH:3]=1. Given the reactants [I:1][C:2]1[N:6]2[CH:7]=[CH:8][C:9]([CH2:11][OH:12])=[CH:10][C:5]2=[N:4][CH:3]=1.C[N+]1([O-])CCOCC1, predict the reaction product. (5) The product is: [Cl:1][C:2]1[CH:7]=[C:6]([C:8]#[N:9])[C:5]([O:17][CH3:16])=[CH:4][C:3]=1[CH2:11][C:12]([O:14][CH3:15])=[O:13]. Given the reactants [Cl:1][C:2]1[CH:7]=[C:6]([C:8]#[N:9])[C:5](F)=[CH:4][C:3]=1[CH2:11][C:12]([O:14][CH3:15])=[O:13].[C:16](=O)([O-])[O-:17].[K+].[K+], predict the reaction product. (6) The product is: [NH2:19][CH2:18][CH2:17][CH2:16][CH2:15][N:14]1[C:10]2[C:9]3[CH:8]=[CH:7][CH:6]=[CH:5][C:4]=3[N:3]=[C:2]([NH2:1])[C:11]=2[N:12]=[C:13]1[C:27]1[CH:32]=[CH:31][CH:30]=[CH:29][CH:28]=1. Given the reactants [NH2:1][C:2]1[C:11]2[N:12]=[C:13]([C:27]3[CH:32]=[CH:31][CH:30]=[CH:29][CH:28]=3)[N:14]([CH2:15][CH2:16][CH2:17][CH2:18][NH:19]C(=O)OC(C)(C)C)[C:10]=2[C:9]2[CH:8]=[CH:7][CH:6]=[CH:5][C:4]=2[N:3]=1.Cl, predict the reaction product. (7) Given the reactants Cl[CH2:2][CH2:3][C:4]1[CH:13]=[CH:12][C:7]([C:8]([O:10][CH3:11])=[O:9])=[CH:6][CH:5]=1.[I-:14].[K+], predict the reaction product. The product is: [I:14][CH2:2][CH2:3][C:4]1[CH:13]=[CH:12][C:7]([C:8]([O:10][CH3:11])=[O:9])=[CH:6][CH:5]=1. (8) Given the reactants [NH2:1][C:2]1[C:3]([Cl:20])=[CH:4][C:5]([F:19])=[C:6]([CH:18]=1)[C:7]([NH:9][CH2:10][C:11]1[CH:16]=[CH:15][CH:14]=[C:13]([F:17])[CH:12]=1)=[O:8].C(N(C(C)C)C(C)C)C.Cl[C:31](=[O:37])[CH2:32][C:33]([O:35][CH3:36])=[O:34], predict the reaction product. The product is: [CH3:36][O:35][C:33](=[O:34])[CH2:32][C:31]([NH:1][C:2]1[CH:18]=[C:6]([C:7](=[O:8])[NH:9][CH2:10][C:11]2[CH:16]=[CH:15][CH:14]=[C:13]([F:17])[CH:12]=2)[C:5]([F:19])=[CH:4][C:3]=1[Cl:20])=[O:37]. (9) Given the reactants [CH3:1][C:2]([O:5][C:6]([CH2:8][CH:9]=[CH:10][CH2:11][C:12]([C:19]([O:21]C)=[O:20])=[C:13]([C:15]([O:17]C)=[O:16])[CH3:14])=[O:7])([CH3:4])[CH3:3].[OH-].[K+], predict the reaction product. The product is: [CH3:4][C:2]([O:5][C:6]([CH2:8][CH:9]=[CH:10][CH2:11][C:12]([C:19]([OH:21])=[O:20])=[C:13]([C:15]([OH:17])=[O:16])[CH3:14])=[O:7])([CH3:1])[CH3:3]. (10) Given the reactants ClC(Cl)(Cl)C([N:5]1[CH2:10][CH2:9][N:8]([C:11]2[CH:16]=[C:15]([S:17]([N:20]3[C:28]4[C:23](=[CH:24][CH:25]=[C:26]([Cl:29])[CH:27]=4)[C:22]([CH:30]([F:32])[F:31])=[CH:21]3)(=[O:19])=[O:18])[CH:14]=[CH:13][C:12]=2[O:33][CH2:34][C:35]([F:38])([F:37])[F:36])[CH2:7][CH2:6]1)=O.[OH-].[K+], predict the reaction product. The product is: [Cl:29][C:26]1[CH:27]=[C:28]2[C:23]([C:22]([CH:30]([F:31])[F:32])=[CH:21][N:20]2[S:17]([C:15]2[CH:14]=[CH:13][C:12]([O:33][CH2:34][C:35]([F:38])([F:36])[F:37])=[C:11]([N:8]3[CH2:9][CH2:10][NH:5][CH2:6][CH2:7]3)[CH:16]=2)(=[O:18])=[O:19])=[CH:24][CH:25]=1.